Dataset: Catalyst prediction with 721,799 reactions and 888 catalyst types from USPTO. Task: Predict which catalyst facilitates the given reaction. (1) Reactant: [CH3:1][O:2][C:3](=[O:20])[NH:4][C:5]1[CH:10]=[C:9]([C:11]([C:13]2[CH:14]=[N:15][CH:16]=[CH:17][CH:18]=2)=[O:12])[CH:8]=[C:7](Br)[CH:6]=1.C([O-])(=O)C.[K+].[B:26]1([B:26]2[O:30][C:29]([CH3:32])([CH3:31])[C:28]([CH3:34])([CH3:33])[O:27]2)[O:30][C:29]([CH3:32])([CH3:31])[C:28]([CH3:34])([CH3:33])[O:27]1. Product: [CH3:1][O:2][C:3](=[O:20])[NH:4][C:5]1[CH:6]=[C:7]([B:26]2[O:30][C:29]([CH3:32])([CH3:31])[C:28]([CH3:34])([CH3:33])[O:27]2)[CH:8]=[C:9]([C:11]([C:13]2[CH:14]=[N:15][CH:16]=[CH:17][CH:18]=2)=[O:12])[CH:10]=1. The catalyst class is: 294. (2) Reactant: [N:1]1([C:7](Cl)=[O:8])[CH2:6][CH2:5][O:4][CH2:3][CH2:2]1.[NH2:10][CH2:11][CH2:12][CH2:13][CH2:14][N:15]1[C:23]2[CH:22]=[C:21]([CH3:24])[N:20]=[C:19]([NH2:25])[C:18]=2[N:17]=[C:16]1[CH2:26][O:27][CH2:28][CH3:29].C(N(CC)CC)C. Product: [NH2:25][C:19]1[C:18]2[N:17]=[C:16]([CH2:26][O:27][CH2:28][CH3:29])[N:15]([CH2:14][CH2:13][CH2:12][CH2:11][NH:10][C:7]([N:1]3[CH2:6][CH2:5][O:4][CH2:3][CH2:2]3)=[O:8])[C:23]=2[CH:22]=[C:21]([CH3:24])[N:20]=1. The catalyst class is: 22. (3) Reactant: C([O:3][C:4]([C:6]([CH:17]1[C:26]2[N:25]([CH2:27][C:28]3[CH:33]=[CH:32][C:31]([Cl:34])=[C:30]([Cl:35])[CH:29]=3)[C:24]([CH:36]([CH3:38])[CH3:37])=[N:23][C:22]=2[CH2:21][CH2:20][CH2:19][CH2:18]1)(C(OCC)=O)C(OCC)=O)=[O:5])C.[OH-].[Na+]. Product: [NH3:23].[Cl:35][C:30]1[CH:29]=[C:28]([CH2:27][N:25]2[C:26]3[CH:17]([CH2:6][C:4]([OH:5])=[O:3])[CH2:18][CH2:19][CH2:20][CH2:21][C:22]=3[N:23]=[C:24]2[CH:36]([CH3:38])[CH3:37])[CH:33]=[CH:32][C:31]=1[Cl:34]. The catalyst class is: 8. (4) Reactant: FC(F)(F)C(O)=O.[CH3:8][N:9]1[CH2:13][CH2:12][C@:11]([NH:34]C(=O)OC(C)(C)C)([CH2:14][C:15]#[C:16][C:17]2[N:22]=[C:21]([CH3:23])[CH:20]=[C:19]([C:24]3[CH:29]=[CH:28][C:27]([C:30]([F:33])([F:32])[F:31])=[CH:26][CH:25]=3)[N:18]=2)[C:10]1=[O:42].C([O-])([O-])=O.[K+].[K+]. Product: [NH2:34][C@:11]1([CH2:14][C:15]#[C:16][C:17]2[N:22]=[C:21]([CH3:23])[CH:20]=[C:19]([C:24]3[CH:25]=[CH:26][C:27]([C:30]([F:33])([F:32])[F:31])=[CH:28][CH:29]=3)[N:18]=2)[CH2:12][CH2:13][N:9]([CH3:8])[C:10]1=[O:42]. The catalyst class is: 2. (5) Reactant: [H-].[Al+3].[Li+].[H-].[H-].[H-].C([O:9][C:10]([CH:12]1[CH2:24][C:23]2[C:22]3[C:17](=[CH:18][CH:19]=[C:20]([F:25])[CH:21]=3)[NH:16][C:15]=2[CH2:14][CH2:13]1)=O)C. Product: [F:25][C:20]1[CH:21]=[C:22]2[C:17](=[CH:18][CH:19]=1)[NH:16][C:15]1[CH2:14][CH2:13][CH:12]([CH2:10][OH:9])[CH2:24][C:23]2=1. The catalyst class is: 1. (6) Product: [NH2:37][C:7]1[C:8]2=[N:19][CH:18]=[C:17]([NH:20][C:21](=[O:22])[O:23][C:24]([CH3:26])([CH3:25])[CH3:27])[CH:16]=[C:15]2[O:11][N:10]=1. The catalyst class is: 238. Reactant: C(=O)([O-])[O-].[K+].[K+].[C:7]([NH:10][OH:11])(=O)[CH3:8].C(C1[N:19]=[CH:18][C:17]([N:20](C(OC(C)(C)C)=O)[C:21]([O:23][C:24]([CH3:27])([CH3:26])[CH3:25])=[O:22])=[CH:16][C:15]=1F)#N.C[N:37](C=O)C.